The task is: Predict the reactants needed to synthesize the given product.. This data is from Full USPTO retrosynthesis dataset with 1.9M reactions from patents (1976-2016). (1) Given the product [Cl:1][C:2]1[CH:7]=[CH:6][CH:5]=[C:4]([Cl:8])[C:3]=1[N:9]1[C:13]([CH2:14][O:15][C:16]2[CH:21]=[CH:20][C:19]([CH:22]([OH:24])[CH3:23])=[C:18]([CH3:25])[CH:17]=2)=[C:12]([CH:26]([CH3:28])[CH3:27])[N:11]=[N:10]1, predict the reactants needed to synthesize it. The reactants are: [Cl:1][C:2]1[CH:7]=[CH:6][CH:5]=[C:4]([Cl:8])[C:3]=1[N:9]1[C:13]([CH2:14][O:15][C:16]2[CH:21]=[CH:20][C:19]([C:22](=[O:24])[CH3:23])=[C:18]([CH3:25])[CH:17]=2)=[C:12]([CH:26]([CH3:28])[CH3:27])[N:11]=[N:10]1.[BH4-].[Na+]. (2) Given the product [C:5]([O:7][CH2:25][C:22]1[CH:23]=[CH:24][CH:19]=[CH:20][CH:21]=1)(=[O:6])[CH2:4][CH2:3][C:2]([O:8][CH:9]1[CH2:14][CH:13]([CH3:36])[CH:12]2[CH2:11][CH:10]1[C:15]2([CH3:16])[CH3:17])=[O:1], predict the reactants needed to synthesize it. The reactants are: [O:1]=[C:2]([O:8][C@H:9]1[CH2:14][C@@H:13]2[C:15]([CH3:17])([CH3:16])[C@@:10]1(C)[CH2:11][CH2:12]2)[CH2:3][CH2:4][C:5]([OH:7])=[O:6].[CH:19]1[CH:24]=[CH:23][C:22]([CH:25](O)CNC2N=CC=CC=2)=[CH:21][CH:20]=1.Cl.[CH2:36](N(CC)CC)C.